Dataset: Catalyst prediction with 721,799 reactions and 888 catalyst types from USPTO. Task: Predict which catalyst facilitates the given reaction. (1) Reactant: Br[CH2:2][C:3]([C:5]1[CH:13]=[CH:12][C:8]([C:9]([OH:11])=[O:10])=[CH:7][CH:6]=1)=O.[C:14]([NH2:17])(=[O:16])[CH3:15]. Product: [CH3:15][C:14]1[O:16][CH:2]=[C:3]([C:5]2[CH:13]=[CH:12][C:8]([C:9]([OH:11])=[O:10])=[CH:7][CH:6]=2)[N:17]=1. The catalyst class is: 6. (2) Reactant: Cl[C:2]1[CH:7]=[C:6]([N:8]2[CH2:13][CH2:12][O:11][CH2:10][CH2:9]2)[N:5]=[C:4]([O:14][CH2:15][CH2:16][N:17]2[CH2:22][CH2:21][O:20][CH2:19][CH2:18]2)[N:3]=1.[NH2:23][NH2:24]. Product: [NH:23]([C:2]1[CH:7]=[C:6]([N:8]2[CH2:13][CH2:12][O:11][CH2:10][CH2:9]2)[N:5]=[C:4]([O:14][CH2:15][CH2:16][N:17]2[CH2:22][CH2:21][O:20][CH2:19][CH2:18]2)[N:3]=1)[NH2:24]. The catalyst class is: 12. (3) Reactant: Cl[C:2]1[CH:11]=[CH:10][C:9]2[C:8]([CH:12]=[O:13])=[C:7]([OH:14])[CH:6]=[CH:5][C:4]=2[N:3]=1.OC1C=C2C(C(C)=C([C:27]3[CH:43]=[CH:42][C:30]([C:31]([NH:33][CH2:34][CH2:35][N:36]4[CH2:41][CH2:40]OC[CH2:37]4)=[O:32])=[CH:29][CH:28]=3)C(=O)O2)=CC=1.C([O-])([O-])=O.[K+].[K+]. Product: [OH:14][C:7]1[CH:6]=[CH:5][C:4]2[N:3]=[C:2]([C:28]3[CH:27]=[CH:43][CH:42]=[C:30]([C:31]([N:33]4[CH2:34][CH2:35][N:36]([CH3:37])[CH2:41][CH2:40]4)=[O:32])[CH:29]=3)[CH:11]=[CH:10][C:9]=2[C:8]=1[CH:12]=[O:13]. The catalyst class is: 378. (4) Reactant: OC(C(F)(F)F)=O.C([O:14][CH2:15][C@@H:16]([O:37][C:38]([CH3:41])([CH3:40])[CH3:39])[C:17]1[C:18]([C:30]2[CH:35]=[CH:34][C:33]([Cl:36])=[CH:32][CH:31]=2)=[C:19]2[C:24](=[CH:25][C:26]=1[CH3:27])[N:23]=[C:22]([CH:28]=[CH2:29])[CH:21]=[CH:20]2)(=O)C(C)(C)C.[OH-].[Na+]. Product: [C:38]([O:37][C@@H:16]([C:17]1[C:18]([C:30]2[CH:31]=[CH:32][C:33]([Cl:36])=[CH:34][CH:35]=2)=[C:19]2[C:24](=[CH:25][C:26]=1[CH3:27])[N:23]=[C:22]([CH:28]=[CH2:29])[CH:21]=[CH:20]2)[CH2:15][OH:14])([CH3:39])([CH3:40])[CH3:41]. The catalyst class is: 87.